This data is from Catalyst prediction with 721,799 reactions and 888 catalyst types from USPTO. The task is: Predict which catalyst facilitates the given reaction. (1) Reactant: Cl[C:2]1[N:6]([CH3:7])[N:5]=[CH:4][C:3]=1[N+:8]([O-:10])=[O:9].NC1C=NN(C)C=1[N:17]1[CH2:23][CH2:22]C[CH:20]([NH:24][C:25](=[O:31])[O:26][C:27]([CH3:30])([CH3:29])[CH3:28])[CH2:19][CH2:18]1.N1(C(OC(C)(C)C)=O)CCCNCC1.CCN(C(C)C)C(C)C. Product: [CH3:7][N:6]1[C:2]([N:17]2[CH2:18][CH2:19][CH2:20][N:24]([C:25]([O:26][C:27]([CH3:28])([CH3:29])[CH3:30])=[O:31])[CH2:22][CH2:23]2)=[C:3]([N+:8]([O-:10])=[O:9])[CH:4]=[N:5]1. The catalyst class is: 14. (2) Reactant: [CH2:1]([O:3][C:4]1[CH:5]=[C:6]([C:13]2[O:17][N:16]=[C:15]([C:18]3[CH:19]=[CH:20][CH:21]=[C:22]4[C:26]=3[NH:25][CH:24]=[C:23]4[CH2:27][CH2:28][C:29]([O:31]CC)=[O:30])[N:14]=2)[CH:7]=[CH:8][C:9]=1[O:10][CH2:11][CH3:12])[CH3:2].[OH-].[Na+]. Product: [CH2:1]([O:3][C:4]1[CH:5]=[C:6]([C:13]2[O:17][N:16]=[C:15]([C:18]3[CH:19]=[CH:20][CH:21]=[C:22]4[C:26]=3[NH:25][CH:24]=[C:23]4[CH2:27][CH2:28][C:29]([OH:31])=[O:30])[N:14]=2)[CH:7]=[CH:8][C:9]=1[O:10][CH2:11][CH3:12])[CH3:2]. The catalyst class is: 193. (3) Reactant: [F:1][C:2]([F:16])([F:15])[S:3]([O:6][C:7]1[CH:14]=[CH:13][C:10]([CH:11]=[O:12])=[CH:9][CH:8]=1)(=[O:5])=[O:4].[Cr](O[Cr]([O-])(=O)=O)([O-])(=O)=[O:18].[K+].[K+]. Product: [F:16][C:2]([F:15])([F:1])[S:3]([O:6][C:7]1[CH:14]=[CH:13][C:10]([C:11]([OH:18])=[O:12])=[CH:9][CH:8]=1)(=[O:4])=[O:5]. The catalyst class is: 65. (4) Reactant: [F-].C([N+](CCCC)(CCCC)CCCC)CCC.[Si]([O:26][C@H:27]([CH2:41][CH2:42][CH2:43][CH2:44][CH2:45][CH3:46])[C@@H:28]([N:30]1[CH:38]=[N:37][C:36]2[C:31]1=[N:32][CH:33]=[N:34][C:35]=2[O:39][CH3:40])[CH3:29])(C(C)(C)C)(C)C.ClCCl.CO. Product: [CH3:40][O:39][C:35]1[N:34]=[CH:33][N:32]=[C:31]2[C:36]=1[N:37]=[CH:38][N:30]2[C@H:28]([C@H:27]([OH:26])[CH2:41][CH2:42][CH2:43][CH2:44][CH2:45][CH3:46])[CH3:29]. The catalyst class is: 54. (5) The catalyst class is: 2. Reactant: B(Cl)(Cl)Cl.[CH3:5][C:6]([C:10]1[CH:11]=[CH:12][C:13]([O:18]C)=[C:14]([CH:17]=1)[CH:15]=[O:16])([CH3:9])[CH:7]=[CH2:8].O. Product: [CH3:9][C:6]([C:10]1[CH:11]=[CH:12][C:13]([OH:18])=[C:14]([CH:17]=1)[CH:15]=[O:16])([CH3:5])[CH:7]=[CH2:8]. (6) Reactant: C(O)(=O)C.O.S(=O)(=O)(O)O.[F:11][C@H:12]1[C@H:16]([O:17][CH2:18][C:19]2[CH:24]=[CH:23][C:22]([CH3:25])=[CH:21][CH:20]=2)[C@@H:15]([CH2:26][O:27][CH2:28][C:29]2[CH:34]=[CH:33][C:32]([CH3:35])=[CH:31][CH:30]=2)[O:14][CH:13]1[O:36]C. Product: [F:11][C@H:12]1[C@H:16]([O:17][CH2:18][C:19]2[CH:20]=[CH:21][C:22]([CH3:25])=[CH:23][CH:24]=2)[C@@H:15]([CH2:26][O:27][CH2:28][C:29]2[CH:30]=[CH:31][C:32]([CH3:35])=[CH:33][CH:34]=2)[O:14][CH:13]1[OH:36]. The catalyst class is: 195. (7) Reactant: Cl.[CH2:2]([O:9][C:10]1[C:11]([NH:17][C:18]2[S:19][CH:20]=[C:21]([CH3:23])[N:22]=2)=[N:12][CH:13]=[C:14](Br)[CH:15]=1)[C:3]1[CH:8]=[CH:7][CH:6]=[CH:5][CH:4]=1.[Li]C.C([Li])CCC.C([O:34]B(OC(C)C)OC(C)C)(C)C.[OH-].[Na+].OO. Product: [CH2:2]([O:9][C:10]1[CH:15]=[C:14]([OH:34])[CH:13]=[N:12][C:11]=1[NH:17][C:18]1[S:19][CH:20]=[C:21]([CH3:23])[N:22]=1)[C:3]1[CH:8]=[CH:7][CH:6]=[CH:5][CH:4]=1. The catalyst class is: 92. (8) Reactant: [N+:1](/[CH:4]=[CH:5]/[C:6]1[CH:11]=[CH:10][CH:9]=[CH:8][CH:7]=1)([O-:3])=[O:2].[CH3:12][CH:13]([C:18]([O:20][CH3:21])=[O:19])[C:14]([O:16][CH3:17])=[O:15]. Product: [CH3:17][O:16][C:14]([C:13]([CH3:12])([CH:5]([C:6]1[CH:11]=[CH:10][CH:9]=[CH:8][CH:7]=1)[CH2:4][N+:1]([O-:3])=[O:2])[C:18]([O:20][CH3:21])=[O:19])=[O:15]. The catalyst class is: 11. (9) Reactant: [Cl:1][C:2]1[CH:10]=[CH:9][CH:8]=[C:7]2[C:3]=1[CH:4]=[N:5][NH:6]2.C1(C)C=CC(S([O-])(=O)=O)=CC=1.[NH+]1C=CC=CC=1.[O:28]1[CH:33]=[CH:32][CH2:31][CH2:30][CH2:29]1. Product: [Cl:1][C:2]1[CH:10]=[CH:9][CH:8]=[C:7]2[C:3]=1[CH:4]=[N:5][N:6]2[CH:29]1[CH2:30][CH2:31][CH2:32][CH2:33][O:28]1. The catalyst class is: 2.